From a dataset of Forward reaction prediction with 1.9M reactions from USPTO patents (1976-2016). Predict the product of the given reaction. (1) The product is: [N:1]1[CH:6]=[CH:5][CH:4]=[C:3]([C:7]2[CH:14]=[CH:13][C:10]([CH:11]=[CH:23][CH:24]=[O:25])=[CH:9][CH:8]=2)[N:2]=1. Given the reactants [N:1]1[CH:6]=[CH:5][CH:4]=[C:3]([C:7]2[CH:14]=[CH:13][C:10]([CH:11]=O)=[CH:9][CH:8]=2)[N:2]=1.N1(C2C=C[C:23]([CH:24]=[O:25])=CC=2)C=CC=N1, predict the reaction product. (2) Given the reactants [NH2:1][C:2]1[CH:3]=[C:4]([F:12])[C:5]([C:8]([O:10][CH3:11])=[O:9])=[N:6][CH:7]=1.[Br:13][C:14]1[CH:15]=[CH:16][C:17]([S:20](Cl)(=[O:22])=[O:21])=[N:18][CH:19]=1.N1C=CC=CC=1, predict the reaction product. The product is: [Br:13][C:14]1[CH:15]=[CH:16][C:17]([S:20]([NH:1][C:2]2[CH:3]=[C:4]([F:12])[C:5]([C:8]([O:10][CH3:11])=[O:9])=[N:6][CH:7]=2)(=[O:22])=[O:21])=[N:18][CH:19]=1.